This data is from Forward reaction prediction with 1.9M reactions from USPTO patents (1976-2016). The task is: Predict the product of the given reaction. (1) Given the reactants [NH:1]1[CH2:6][CH2:5][CH2:4][CH2:3][CH:2]1[CH2:7][CH2:8]O.[ClH:10], predict the reaction product. The product is: [ClH:10].[Cl:10][CH2:8][CH2:7][CH:2]1[CH2:3][CH2:4][CH2:5][CH2:6][NH:1]1. (2) Given the reactants [NH2:1][C:2]1[CH:30]=[CH:29][C:5]2[NH:6][C:7]([C:12]3[C:13](=[O:28])[N:14]([CH2:23][CH2:24][CH:25]([CH3:27])[CH3:26])[C:15]4[C:20]([C:21]=3[OH:22])=[CH:19][CH:18]=[CH:17][N:16]=4)=[N:8][S:9](=[O:11])(=[O:10])[C:4]=2[CH:3]=1.[C:31]1([CH2:37][S:38](Cl)(=[O:40])=[O:39])[CH:36]=[CH:35][CH:34]=[CH:33][CH:32]=1, predict the reaction product. The product is: [OH:22][C:21]1[C:20]2[C:15](=[N:16][CH:17]=[CH:18][CH:19]=2)[N:14]([CH2:23][CH2:24][CH:25]([CH3:27])[CH3:26])[C:13](=[O:28])[C:12]=1[C:7]1[NH:6][C:5]2[CH:29]=[CH:30][C:2]([NH:1][S:38]([CH2:37][C:31]3[CH:36]=[CH:35][CH:34]=[CH:33][CH:32]=3)(=[O:40])=[O:39])=[CH:3][C:4]=2[S:9](=[O:11])(=[O:10])[N:8]=1. (3) Given the reactants [OH-].[Na+].[C:3]([O:22][CH2:23][CH2:24][CH2:25][CH2:26][CH2:27][C:28]([O:30]C)=[O:29])([C:16]1[CH:21]=[CH:20][CH:19]=[CH:18][CH:17]=1)([C:10]1[CH:15]=[CH:14][CH:13]=[CH:12][CH:11]=1)[C:4]1[CH:9]=[CH:8][CH:7]=[CH:6][CH:5]=1, predict the reaction product. The product is: [C:3]([O:22][CH2:23][CH2:24][CH2:25][CH2:26][CH2:27][C:28]([OH:30])=[O:29])([C:10]1[CH:11]=[CH:12][CH:13]=[CH:14][CH:15]=1)([C:16]1[CH:21]=[CH:20][CH:19]=[CH:18][CH:17]=1)[C:4]1[CH:5]=[CH:6][CH:7]=[CH:8][CH:9]=1. (4) Given the reactants [C:1]([O:14][C@H:15]([CH2:41][O:42][C:43](=[O:55])[CH2:44][CH2:45][CH2:46][CH2:47][CH2:48][CH2:49][CH2:50][CH2:51][CH2:52][CH2:53][CH3:54])[CH2:16][S:17][CH2:18][C@@H:19]([C:38]([OH:40])=O)[NH:20]C(=O)OCC1C2C=CC=CC=2C2C1=CC=CC=2)(=[O:13])[CH2:2][CH2:3][CH2:4][CH2:5][CH2:6][CH2:7][CH2:8][CH2:9][CH2:10][CH2:11][CH3:12].Cl.[NH2:57][CH2:58][CH2:59][O:60][CH2:61][CH2:62][C:63]([P:66](=[O:73])([O:70]CC)[O:67]CC)([F:65])[F:64], predict the reaction product. The product is: [NH2:20][C@@H:19]([CH2:18][S:17][CH2:16][C@H:15]([O:14][C:1](=[O:13])[CH2:2][CH2:3][CH2:4][CH2:5][CH2:6][CH2:7][CH2:8][CH2:9][CH2:10][CH2:11][CH3:12])[CH2:41][O:42][C:43](=[O:55])[CH2:44][CH2:45][CH2:46][CH2:47][CH2:48][CH2:49][CH2:50][CH2:51][CH2:52][CH2:53][CH3:54])[C:38](=[O:40])[NH:57][CH2:58][CH2:59][O:60][CH2:61][CH2:62][C:63]([P:66](=[O:67])([OH:73])[OH:70])([F:64])[F:65]. (5) Given the reactants Br[C:2]1[CH:7]=[CH:6][C:5]([S:8]([N:11]2[CH2:16][CH2:15][N:14]([C:17]([O:19][C:20]([CH3:23])([CH3:22])[CH3:21])=[O:18])[CH2:13][CH2:12]2)(=[O:10])=[O:9])=[CH:4][CH:3]=1.C(B(CC)[C:27]1[CH:32]=[CH:31][N:30]=[CH:29][CH:28]=1)C.[OH-].[K+], predict the reaction product. The product is: [C:20]([O:19][C:17]([N:14]1[CH2:15][CH2:16][N:11]([S:8]([C:5]2[CH:6]=[CH:7][C:2]([C:27]3[CH:32]=[CH:31][N:30]=[CH:29][CH:28]=3)=[CH:3][CH:4]=2)(=[O:10])=[O:9])[CH2:12][CH2:13]1)=[O:18])([CH3:23])([CH3:22])[CH3:21]. (6) Given the reactants C[O:2][C:3]1[CH:8]=[CH:7][C:6]([CH2:9][CH2:10][C:11]2[CH:16]=[CH:15][CH:14]=[C:13]([O:17][CH3:18])[CH:12]=2)=[CH:5][N:4]=1.[Cl:19][C:20]1[CH:27]=[CH:26][C:23]([CH2:24]Br)=[CH:22][C:21]=1[F:28], predict the reaction product. The product is: [CH3:18][O:17][C:13]1[CH:12]=[C:11]([CH:16]=[CH:15][CH:14]=1)[CH2:10][CH2:9][C:6]1[CH:7]=[CH:8][C:3](=[O:2])[N:4]([CH2:24][C:23]2[CH:26]=[CH:27][C:20]([Cl:19])=[C:21]([F:28])[CH:22]=2)[CH:5]=1.